Dataset: Forward reaction prediction with 1.9M reactions from USPTO patents (1976-2016). Task: Predict the product of the given reaction. (1) Given the reactants [CH3:1][C:2]1[C:7]([N+:8]([O-:10])=[O:9])=[CH:6][N:5]=[C:4]([C:11]([OH:13])=[O:12])[CH:3]=1.Cl.[CH3:15]O, predict the reaction product. The product is: [CH3:1][C:2]1[C:7]([N+:8]([O-:10])=[O:9])=[CH:6][N:5]=[C:4]([C:11]([O:13][CH3:15])=[O:12])[CH:3]=1. (2) Given the reactants C(OC(=O)[NH:7][C:8]12[CH2:15][CH:14]3[CH2:16][C:10]([CH2:17][N:18]4[CH:22]=[N:21][N:20]=[N:19]4)([CH2:11][CH:12]1[CH2:13]3)[CH2:9]2)CCC.Cl, predict the reaction product. The product is: [N:18]1([CH2:17][C:10]23[CH2:16][CH:14]4[CH2:13][CH:12]([CH2:11]2)[C:8]([NH2:7])([CH2:15]4)[CH2:9]3)[CH:22]=[N:21][N:20]=[N:19]1. (3) Given the reactants [NH2:1][C:2]1[CH:7]=[CH:6][C:5]([CH:8]2[CH2:13][NH:12][CH2:11][CH2:10][S:9]2)=[CH:4][CH:3]=1.[C:14](O[C:14]([O:16][C:17]([CH3:20])([CH3:19])[CH3:18])=[O:15])([O:16][C:17]([CH3:20])([CH3:19])[CH3:18])=[O:15], predict the reaction product. The product is: [C:17]([O:16][C:14]([N:12]1[CH2:11][CH2:10][S:9][CH:8]([C:5]2[CH:4]=[CH:3][C:2]([NH2:1])=[CH:7][CH:6]=2)[CH2:13]1)=[O:15])([CH3:20])([CH3:19])[CH3:18]. (4) Given the reactants C([O:3][C:4]([C:6]1[CH:7]=[N:8][N:9]([CH3:28])[C:10]=1[C:11](=[O:27])[NH:12][C:13]1[CH:14]=[CH:15][C:16]2[N:17]([N:19]=[C:20]([N:22]3[CH2:26][CH2:25][CH2:24][CH2:23]3)[N:21]=2)[CH:18]=1)=[O:5])C.CN1C(C(=O)NC2C=CC3N(N=C(N4CCOCC4)N=3)C=2)=C(C(O)=O)C=N1, predict the reaction product. The product is: [CH3:28][N:9]1[C:10]([C:11](=[O:27])[NH:12][C:13]2[CH:14]=[CH:15][C:16]3[N:17]([N:19]=[C:20]([N:22]4[CH2:23][CH2:24][CH2:25][CH2:26]4)[N:21]=3)[CH:18]=2)=[C:6]([C:4]([OH:5])=[O:3])[CH:7]=[N:8]1. (5) Given the reactants [CH:1]1([CH2:4][O:5][C:6]2[CH:11]=[CH:10][C:9]([C:12]3([CH3:17])[O:16][CH2:15][CH2:14][O:13]3)=[CH:8][C:7]=2[C:18]2[C:19]3[NH:26][C:25]([CH3:27])=[C:24]([C:28]([O:30][CH2:31][CH3:32])=[O:29])[C:20]=3[N:21]=[CH:22][N:23]=2)[CH2:3][CH2:2]1.Cl[CH2:34][O:35][CH2:36][CH2:37][Si:38]([CH3:41])([CH3:40])[CH3:39], predict the reaction product. The product is: [CH:1]1([CH2:4][O:5][C:6]2[CH:11]=[CH:10][C:9]([C:12]3([CH3:17])[O:13][CH2:14][CH2:15][O:16]3)=[CH:8][C:7]=2[C:18]2[C:19]3[N:26]([CH2:34][O:35][CH2:36][CH2:37][Si:38]([CH3:41])([CH3:40])[CH3:39])[C:25]([CH3:27])=[C:24]([C:28]([O:30][CH2:31][CH3:32])=[O:29])[C:20]=3[N:21]=[CH:22][N:23]=2)[CH2:3][CH2:2]1. (6) Given the reactants [OH:1][C:2]1[CH:19]=[CH:18][C:5](/[CH:6]=[C:7]2\[O:8][C:9]3[CH:16]=[CH:15][C:14]([I:17])=[CH:13][C:10]=3[C:11]\2=[O:12])=[CH:4][CH:3]=1.Cl[CH2:21][CH2:22][O:23][CH2:24][CH2:25][OH:26].C(=O)([O-])[O-].[K+].[K+], predict the reaction product. The product is: [OH:26][CH2:25][CH2:24][O:23][CH2:22][CH2:21][O:1][C:2]1[CH:19]=[CH:18][C:5](/[CH:6]=[C:7]2\[O:8][C:9]3[CH:16]=[CH:15][C:14]([I:17])=[CH:13][C:10]=3[C:11]\2=[O:12])=[CH:4][CH:3]=1. (7) Given the reactants [N+:1]([C:4]1[CH:9]=[CH:8][C:7]([N:10]2[CH2:15][CH2:14][NH:13][CH2:12][CH2:11]2)=[CH:6][CH:5]=1)([O-])=O.BrCCC[N:20]1[C:24](=O)[C:23]2=[CH:26]C=CC=C2[C:21]1=[O:30].C(=O)([O-])[O-].[K+].[K+].O.NN.C(OC([O:42][C:43]([CH3:46])([CH3:45])[CH3:44])=O)([O:42][C:43]([CH3:46])([CH3:45])[CH3:44])=O, predict the reaction product. The product is: [NH2:1][C:4]1[CH:9]=[CH:8][C:7]([N:10]2[CH2:15][CH2:14][N:13]([CH2:26][CH2:23][CH2:24][NH:20][C:21](=[O:30])[O:42][C:43]([CH3:46])([CH3:45])[CH3:44])[CH2:12][CH2:11]2)=[CH:6][CH:5]=1. (8) Given the reactants [Cl:1][C:2]1[CH:11]=[C:10]2[C:5]([C:6]([NH:12][C@H:13]3[CH2:18][CH2:17][C@@H:16]([NH2:19])[CH2:15][CH2:14]3)=[CH:7][CH:8]=[N:9]2)=[CH:4][CH:3]=1.Br[C:21]1[CH:26]=[C:25]([F:27])[CH:24]=[C:23]([F:28])[CH:22]=1.C1(P(C2C=CC=CC=2)C2C=CC3C(=CC=CC=3)C=2C2C3C(=CC=CC=3)C=CC=2P(C2C=CC=CC=2)C2C=CC=CC=2)C=CC=CC=1, predict the reaction product. The product is: [Cl:1][C:2]1[CH:11]=[C:10]2[C:5]([C:6]([NH:12][C@H:13]3[CH2:14][CH2:15][C@@H:16]([NH:19][C:21]4[CH:26]=[C:25]([F:27])[CH:24]=[C:23]([F:28])[CH:22]=4)[CH2:17][CH2:18]3)=[CH:7][CH:8]=[N:9]2)=[CH:4][CH:3]=1. (9) Given the reactants [CH3:1][O:2][C:3]([C:5]1[S:6][C:7]([C:26]2[CH2:31][CH2:30][CH2:29][CH2:28][CH:27]=2)=[CH:8][C:9]=1[N:10]([C:17]([C@H:19]1[CH2:24][CH2:23][C@H:22]([CH3:25])[CH2:21][CH2:20]1)=[O:18])[CH:11]1[CH2:16][CH2:15][NH:14][CH2:13][CH2:12]1)=[O:4].I[CH2:33][CH:34]([F:36])[F:35].[H-].[Na+], predict the reaction product. The product is: [CH3:1][O:2][C:3]([C:5]1[S:6][C:7]([C:26]2[CH2:31][CH2:30][CH2:29][CH2:28][CH:27]=2)=[CH:8][C:9]=1[N:10]([CH:11]1[CH2:16][CH2:15][N:14]([CH2:33][CH:34]([F:36])[F:35])[CH2:13][CH2:12]1)[C:17]([C@H:19]1[CH2:24][CH2:23][C@H:22]([CH3:25])[CH2:21][CH2:20]1)=[O:18])=[O:4].